From a dataset of Catalyst prediction with 721,799 reactions and 888 catalyst types from USPTO. Predict which catalyst facilitates the given reaction. (1) Reactant: [Br:1][C:2]1[C:10]2[C:5](=[CH:6][C:7]([N+:11]([O-])=O)=[CH:8][CH:9]=2)[N:4]([CH2:14][CH2:15][N:16]2[CH2:20][CH2:19][CH2:18][CH2:17]2)[N:3]=1.[Cl-].[NH4+]. Product: [Br:1][C:2]1[C:10]2[C:5](=[CH:6][C:7]([NH2:11])=[CH:8][CH:9]=2)[N:4]([CH2:14][CH2:15][N:16]2[CH2:17][CH2:18][CH2:19][CH2:20]2)[N:3]=1. The catalyst class is: 186. (2) Reactant: N[C:2]1[N:7]=[C:6]([NH:8][C:9]2[CH:10]=[C:11]3[C:16](=[CH:17][CH:18]=2)[N:15]=[C:14]([CH3:19])[CH:13]=[C:12]3[NH2:20])[N:5]=[C:4]([S:21][CH3:22])[N:3]=1.[CH3:23][N:24]([CH3:28])[CH2:25][CH2:26][OH:27]. Product: [CH3:23][N:24]([CH3:28])[CH2:25][CH2:26][O:27][C:2]1[N:7]=[C:6]([NH:8][C:9]2[CH:10]=[C:11]3[C:16](=[CH:17][CH:18]=2)[N:15]=[C:14]([CH3:19])[CH:13]=[C:12]3[NH2:20])[N:5]=[C:4]([S:21][CH3:22])[N:3]=1. The catalyst class is: 5. (3) Reactant: [F:1][CH:2]([F:23])[C@H:3]1[N:8]([C:9]([O:11][CH2:12][C:13]2[CH:18]=[CH:17][CH:16]=[CH:15][CH:14]=2)=[O:10])[CH2:7][C@@H:6]([C:19]([O:21]C)=[O:20])[CH2:5][CH2:4]1.[Li+].[OH-].O. Product: [CH2:12]([O:11][C:9]([N:8]1[C@H:3]([CH:2]([F:1])[F:23])[CH2:4][CH2:5][C@H:6]([C:19]([OH:21])=[O:20])[CH2:7]1)=[O:10])[C:13]1[CH:14]=[CH:15][CH:16]=[CH:17][CH:18]=1. The catalyst class is: 278. (4) Reactant: [F:1][C:2]([F:42])([F:41])[C:3]1[CH:4]=[C:5]([C:13]([CH3:40])([CH3:39])[C:14]([N:16]([C:18]2[CH:19]=[N:20][C:21]([NH:32][CH2:33][C@@H:34]3[CH2:38][CH2:37][CH2:36][NH:35]3)=[CH:22][C:23]=2[C:24]2[CH:29]=[CH:28][C:27]([F:30])=[CH:26][C:25]=2[CH3:31])[CH3:17])=[O:15])[CH:6]=[C:7]([C:9]([F:12])([F:11])[F:10])[CH:8]=1.C(N(CC)CC)C.Cl[C:51](Cl)([O:53]C(=O)OC(Cl)(Cl)Cl)Cl. Product: [F:42][C:2]([F:1])([F:41])[C:3]1[CH:4]=[C:5]([C:13]([CH3:39])([CH3:40])[C:14]([N:16]([C:18]2[CH:19]=[N:20][C:21]([N:32]3[CH2:33][C@@H:34]4[CH2:38][CH2:37][CH2:36][N:35]4[C:51]3=[O:53])=[CH:22][C:23]=2[C:24]2[CH:29]=[CH:28][C:27]([F:30])=[CH:26][C:25]=2[CH3:31])[CH3:17])=[O:15])[CH:6]=[C:7]([C:9]([F:10])([F:11])[F:12])[CH:8]=1. The catalyst class is: 4. (5) Reactant: [CH:1]([NH:4][C:5]([C:7]1[C:15]2[C:10](=[N:11][CH:12]=[C:13]([C:16]3[C:17]4[CH2:24][CH2:23][CH2:22][C:18]=4[N:19]([CH3:21])[N:20]=3)[N:14]=2)[N:9](COCC[Si](C)(C)C)[CH:8]=1)=[O:6])([CH3:3])[CH3:2].C(O)(C(F)(F)F)=O. Product: [CH:1]([NH:4][C:5]([C:7]1[C:15]2[C:10](=[N:11][CH:12]=[C:13]([C:16]3[C:17]4[CH2:24][CH2:23][CH2:22][C:18]=4[N:19]([CH3:21])[N:20]=3)[N:14]=2)[NH:9][CH:8]=1)=[O:6])([CH3:3])[CH3:2]. The catalyst class is: 4. (6) The catalyst class is: 14. Product: [F:1][C:2]1[CH:23]=[CH:22][C:5]([CH2:6][C:7]2[C:8]([CH3:21])=[N:9][C:10]3[N:11]([N:13]=[CH:14][C:15]=3[C:16]([OH:18])=[O:17])[CH:12]=2)=[CH:4][C:3]=1[O:24][C:25]([F:28])([F:27])[F:26]. Reactant: [F:1][C:2]1[CH:23]=[CH:22][C:5]([CH2:6][C:7]2[C:8]([CH3:21])=[N:9][C:10]3[N:11]([N:13]=[CH:14][C:15]=3[C:16]([O:18]CC)=[O:17])[CH:12]=2)=[CH:4][C:3]=1[O:24][C:25]([F:28])([F:27])[F:26].[OH-].[K+]. (7) Reactant: [CH2:1]([O:3][C:4](=[O:13])[CH:5]=[C:6]1[CH2:11][CH2:10][CH2:9][CH:8]([CH3:12])[CH2:7]1)[CH3:2].[H][H]. Product: [CH2:1]([O:3][C:4](=[O:13])[CH2:5][CH:6]1[CH2:11][CH2:10][CH2:9][CH:8]([CH3:12])[CH2:7]1)[CH3:2]. The catalyst class is: 29. (8) Reactant: [NH2:1][C:2](=O)[C@@H:3]([NH:25][C:26]([C:28]1([NH:34][C:35](=[O:41])[O:36][C:37]([CH3:40])([CH3:39])[CH3:38])[CH2:33][CH2:32][O:31][CH2:30][CH2:29]1)=[O:27])[CH2:4][C:5]1[CH:10]=[CH:9][C:8]([C:11]2[CH:12]=[CH:13][C:14]3[S:18][C:17](=[O:19])[N:16]([CH2:20][CH2:21][O:22][CH3:23])[C:15]=3[CH:24]=2)=[CH:7][CH:6]=1.CC[N+](S(N=C(OC)[O-])(=O)=O)(CC)CC. Product: [C:2]([C@@H:3]([NH:25][C:26]([C:28]1([NH:34][C:35](=[O:41])[O:36][C:37]([CH3:39])([CH3:38])[CH3:40])[CH2:29][CH2:30][O:31][CH2:32][CH2:33]1)=[O:27])[CH2:4][C:5]1[CH:6]=[CH:7][C:8]([C:11]2[CH:12]=[CH:13][C:14]3[S:18][C:17](=[O:19])[N:16]([CH2:20][CH2:21][O:22][CH3:23])[C:15]=3[CH:24]=2)=[CH:9][CH:10]=1)#[N:1]. The catalyst class is: 4. (9) Reactant: [CH:1]([C:4]1[C:5]([O:38]C)=[CH:6][C:7]([O:36]C)=[C:8]([C:10]2[N:11]([C:26]3[CH:27]=[C:28]4[C:32](=[CH:33][CH:34]=3)[N:31]([CH3:35])[CH:30]=[CH:29]4)[C:12]([NH:15][C:16]3[CH:17]=[C:18]4[C:23](=[CH:24][CH:25]=3)[N:22]=[CH:21][CH:20]=[CH:19]4)=[N:13][N:14]=2)[CH:9]=1)([CH3:3])[CH3:2].N1C=CC=CC=1. Product: [CH:1]([C:4]1[CH:9]=[C:8]([C:10]2[N:11]([C:26]3[CH:27]=[C:28]4[C:32](=[CH:33][CH:34]=3)[N:31]([CH3:35])[CH:30]=[CH:29]4)[C:12]([NH:15][C:16]3[CH:17]=[C:18]4[C:23](=[CH:24][CH:25]=3)[N:22]=[CH:21][CH:20]=[CH:19]4)=[N:13][N:14]=2)[C:7]([OH:36])=[CH:6][C:5]=1[OH:38])([CH3:3])[CH3:2]. The catalyst class is: 13.